This data is from Reaction yield outcomes from USPTO patents with 853,638 reactions. The task is: Predict the reaction yield, written as a fraction of the theoretical maximum amount of product (1.0 means a 100% yield; for example, 0.34 means a 34% yield). (1) The reactants are [NH2:1][C:2]1[N:7]=[CH:6][N:5]=[C:4]2[N:8]([CH:12]([C:14]3[O:15][C:16]4[C:21]([C:22](=[O:30])[C:23]=3[C:24]3[CH:29]=[CH:28][CH:27]=[CH:26][CH:25]=3)=[CH:20][CH:19]=[CH:18][CH:17]=4)[CH3:13])[N:9]=[C:10](I)[C:3]=12.[CH3:31][C:32]([OH:36])([C:34]#[CH:35])[CH3:33].ClCCl. The catalyst is C1COCC1.[Cu]I. The product is [NH2:1][C:2]1[N:7]=[CH:6][N:5]=[C:4]2[N:8]([CH:12]([C:14]3[O:15][C:16]4[C:21]([C:22](=[O:30])[C:23]=3[C:24]3[CH:29]=[CH:28][CH:27]=[CH:26][CH:25]=3)=[CH:20][CH:19]=[CH:18][CH:17]=4)[CH3:13])[N:9]=[C:10]([C:35]#[C:34][C:32]([OH:36])([CH3:33])[CH3:31])[C:3]=12. The yield is 0.680. (2) The reactants are [CH3:1][O:2][C:3]1[CH:8]=[CH:7][C:6]([N:9]2[C:13](C(O)=O)=[C:12]([C:17]#[N:18])[C:11]([C:19]([F:22])([F:21])[F:20])=[N:10]2)=[CH:5][CH:4]=1.C(Cl)(=O)C(Cl)=O. The catalyst is C(Cl)Cl.CN(C)C=O.CN(C)C1C=CN=CC=1.C(OCC)(=O)C. The product is [CH3:1][O:2][C:3]1[CH:4]=[CH:5][C:6]([N:9]2[CH:13]=[C:12]([C:17]#[N:18])[C:11]([C:19]([F:22])([F:20])[F:21])=[N:10]2)=[CH:7][CH:8]=1. The yield is 0.810.